Dataset: TCR-epitope binding with 47,182 pairs between 192 epitopes and 23,139 TCRs. Task: Binary Classification. Given a T-cell receptor sequence (or CDR3 region) and an epitope sequence, predict whether binding occurs between them. (1) The epitope is ALSKGVHFV. The TCR CDR3 sequence is CASTPGTGPNEKLFF. Result: 0 (the TCR does not bind to the epitope). (2) The epitope is ATDALMTGY. The TCR CDR3 sequence is CASSYSGSLGEKLFF. Result: 0 (the TCR does not bind to the epitope). (3) The epitope is GILGFVFTL. The TCR CDR3 sequence is CASSGLSNQPQHF. Result: 1 (the TCR binds to the epitope).